Dataset: Catalyst prediction with 721,799 reactions and 888 catalyst types from USPTO. Task: Predict which catalyst facilitates the given reaction. Reactant: [O:1]([C:8]1[CH:9]=[CH:10][C:11]([O:14][CH:15]2[CH:20]3[CH2:21][CH2:22][N:17]([CH2:18][CH2:19]3)[CH2:16]2)=[N:12][CH:13]=1)[C:2]1[CH:7]=[CH:6][CH:5]=[CH:4][CH:3]=1.[ClH:23].O1CCOCC1. Product: [ClH:23].[O:1]([C:8]1[CH:9]=[CH:10][C:11]([O:14][CH:15]2[CH:20]3[CH2:21][CH2:22][N:17]([CH2:18][CH2:19]3)[CH2:16]2)=[N:12][CH:13]=1)[C:2]1[CH:3]=[CH:4][CH:5]=[CH:6][CH:7]=1. The catalyst class is: 13.